From a dataset of Reaction yield outcomes from USPTO patents with 853,638 reactions. Predict the reaction yield, written as a fraction of the theoretical maximum amount of product (1.0 means a 100% yield; for example, 0.34 means a 34% yield). (1) The reactants are Cl.[CH2:2]([N:9]1[CH2:12][CH:11]([OH:13])[CH2:10]1)[C:3]1[CH:8]=[CH:7][CH:6]=[CH:5][CH:4]=1.[H-].[Na+].Cl[C:17]1[N:22]=[CH:21][N:20]=[C:19]2[N:23]([C:26]3[CH:31]=[CH:30][C:29]([S:32]([CH3:35])(=[O:34])=[O:33])=[CH:28][CH:27]=3)[N:24]=[CH:25][C:18]=12. The catalyst is CC(N(C)C)=O. The product is [CH2:2]([N:9]1[CH2:12][CH:11]([O:13][C:17]2[N:22]=[CH:21][N:20]=[C:19]3[N:23]([C:26]4[CH:27]=[CH:28][C:29]([S:32]([CH3:35])(=[O:33])=[O:34])=[CH:30][CH:31]=4)[N:24]=[CH:25][C:18]=23)[CH2:10]1)[C:3]1[CH:4]=[CH:5][CH:6]=[CH:7][CH:8]=1. The yield is 0.410. (2) The reactants are C[O:2][C:3](=[O:40])[CH2:4][O:5][C:6]1[CH:39]=[CH:38][C:9]2[O:10][CH2:11][C:12]3[N:37]=[CH:36][CH:35]=[CH:34][C:13]=3[C:14](=[CH:15][CH2:16][CH2:17][N:18]3[CH2:23][CH2:22][C:21]([C:25]4[CH:30]=[CH:29][C:28]([Cl:31])=[CH:27][CH:26]=4)([OH:24])[C:20]([CH3:33])([CH3:32])[CH2:19]3)[C:8]=2[CH:7]=1.[OH-].[Na+]. The catalyst is CO.O. The product is [Cl:31][C:28]1[CH:29]=[CH:30][C:25]([C:21]2([OH:24])[CH2:22][CH2:23][N:18]([CH2:17][CH2:16][CH:15]=[C:14]3[C:13]4[CH:34]=[CH:35][CH:36]=[N:37][C:12]=4[CH2:11][O:10][C:9]4[CH:38]=[CH:39][C:6]([O:5][CH2:4][C:3]([OH:40])=[O:2])=[CH:7][C:8]3=4)[CH2:19][C:20]2([CH3:32])[CH3:33])=[CH:26][CH:27]=1. The yield is 0.940. (3) The reactants are [F:1][C:2]1[CH:9]=[CH:8][C:5]([CH:6]=[O:7])=[CH:4][N:3]=1.[CH3:10][Mg]Br.CO.[NH4+].[Cl-]. The catalyst is C1COCC1.CCOC(C)=O.O. The product is [F:1][C:2]1[N:3]=[CH:4][C:5]([CH:6]([OH:7])[CH3:10])=[CH:8][CH:9]=1. The yield is 0.950. (4) The reactants are [Cl:1][C:2]1[S:3][C:4]([NH:8][C:9](=[O:14])[CH2:10][CH2:11][S:12][CH3:13])=[C:5]([Cl:7])[N:6]=1.[C:15]([O-])([O-])=O.[K+].[K+].IC. The catalyst is CN(C=O)C.O. The product is [Cl:1][C:2]1[S:3][C:4]([N:8]([CH3:15])[C:9](=[O:14])[CH2:10][CH2:11][S:12][CH3:13])=[C:5]([Cl:7])[N:6]=1. The yield is 0.440.